Task: Binary Classification. Given a T-cell receptor sequence (or CDR3 region) and an epitope sequence, predict whether binding occurs between them.. Dataset: TCR-epitope binding with 47,182 pairs between 192 epitopes and 23,139 TCRs (1) The epitope is NLVPMVATV. The TCR CDR3 sequence is CASRLGLGYEQYF. Result: 1 (the TCR binds to the epitope). (2) The epitope is KRWIILGLNK. The TCR CDR3 sequence is CASSSRGGATDTQYF. Result: 1 (the TCR binds to the epitope).